Dataset: NCI-60 drug combinations with 297,098 pairs across 59 cell lines. Task: Regression. Given two drug SMILES strings and cell line genomic features, predict the synergy score measuring deviation from expected non-interaction effect. (1) Drug 2: C1=CC(=CC=C1CCC2=CNC3=C2C(=O)NC(=N3)N)C(=O)NC(CCC(=O)O)C(=O)O. Cell line: EKVX. Synergy scores: CSS=7.63, Synergy_ZIP=-1.62, Synergy_Bliss=-0.906, Synergy_Loewe=-2.08, Synergy_HSA=-2.56. Drug 1: CC(C1=C(C=CC(=C1Cl)F)Cl)OC2=C(N=CC(=C2)C3=CN(N=C3)C4CCNCC4)N. (2) Drug 1: CN(C)N=NC1=C(NC=N1)C(=O)N. Drug 2: CCCS(=O)(=O)NC1=C(C(=C(C=C1)F)C(=O)C2=CNC3=C2C=C(C=N3)C4=CC=C(C=C4)Cl)F. Cell line: UACC62. Synergy scores: CSS=24.7, Synergy_ZIP=-5.25, Synergy_Bliss=-7.45, Synergy_Loewe=-17.1, Synergy_HSA=-6.74. (3) Drug 1: CNC(=O)C1=CC=CC=C1SC2=CC3=C(C=C2)C(=NN3)C=CC4=CC=CC=N4. Drug 2: CC1CCC2CC(C(=CC=CC=CC(CC(C(=O)C(C(C(=CC(C(=O)CC(OC(=O)C3CCCCN3C(=O)C(=O)C1(O2)O)C(C)CC4CCC(C(C4)OC)OCCO)C)C)O)OC)C)C)C)OC. Cell line: UACC62. Synergy scores: CSS=5.10, Synergy_ZIP=0.532, Synergy_Bliss=1.34, Synergy_Loewe=-7.53, Synergy_HSA=1.92. (4) Drug 1: CC=C1C(=O)NC(C(=O)OC2CC(=O)NC(C(=O)NC(CSSCCC=C2)C(=O)N1)C(C)C)C(C)C. Drug 2: N.N.Cl[Pt+2]Cl. Cell line: SK-OV-3. Synergy scores: CSS=39.5, Synergy_ZIP=2.74, Synergy_Bliss=7.04, Synergy_Loewe=-28.0, Synergy_HSA=3.23. (5) Synergy scores: CSS=20.3, Synergy_ZIP=-6.22, Synergy_Bliss=1.31, Synergy_Loewe=5.86, Synergy_HSA=6.24. Drug 1: CC1=C(C=C(C=C1)NC2=NC=CC(=N2)N(C)C3=CC4=NN(C(=C4C=C3)C)C)S(=O)(=O)N.Cl. Drug 2: CC1=C(C(CCC1)(C)C)C=CC(=CC=CC(=CC(=O)O)C)C. Cell line: ACHN. (6) Drug 1: C1=NC2=C(N=C(N=C2N1C3C(C(C(O3)CO)O)O)F)N. Drug 2: CC1=C(C=C(C=C1)NC(=O)C2=CC=C(C=C2)CN3CCN(CC3)C)NC4=NC=CC(=N4)C5=CN=CC=C5. Cell line: HOP-62. Synergy scores: CSS=7.75, Synergy_ZIP=-0.812, Synergy_Bliss=2.12, Synergy_Loewe=-8.42, Synergy_HSA=-3.43. (7) Drug 1: C1CN(CCN1C(=O)CCBr)C(=O)CCBr. Drug 2: C1C(C(OC1N2C=NC3=C2NC=NCC3O)CO)O. Cell line: MDA-MB-435. Synergy scores: CSS=14.7, Synergy_ZIP=3.09, Synergy_Bliss=6.77, Synergy_Loewe=5.14, Synergy_HSA=4.17. (8) Drug 1: C1=CC(=CC=C1CCCC(=O)O)N(CCCl)CCCl. Drug 2: CC1CCC2CC(C(=CC=CC=CC(CC(C(=O)C(C(C(=CC(C(=O)CC(OC(=O)C3CCCCN3C(=O)C(=O)C1(O2)O)C(C)CC4CCC(C(C4)OC)OCCO)C)C)O)OC)C)C)C)OC. Cell line: SK-OV-3. Synergy scores: CSS=30.2, Synergy_ZIP=-1.66, Synergy_Bliss=-1.59, Synergy_Loewe=0.991, Synergy_HSA=2.61. (9) Drug 1: CCC1(C2=C(COC1=O)C(=O)N3CC4=CC5=C(C=CC(=C5CN(C)C)O)N=C4C3=C2)O.Cl. Drug 2: CC1CCCC2(C(O2)CC(NC(=O)CC(C(C(=O)C(C1O)C)(C)C)O)C(=CC3=CSC(=N3)C)C)C. Cell line: EKVX. Synergy scores: CSS=23.7, Synergy_ZIP=-6.37, Synergy_Bliss=-4.84, Synergy_Loewe=-6.56, Synergy_HSA=-2.17. (10) Drug 1: CC(CN1CC(=O)NC(=O)C1)N2CC(=O)NC(=O)C2. Drug 2: CC1C(C(CC(O1)OC2CC(OC(C2O)C)OC3=CC4=CC5=C(C(=O)C(C(C5)C(C(=O)C(C(C)O)O)OC)OC6CC(C(C(O6)C)O)OC7CC(C(C(O7)C)O)OC8CC(C(C(O8)C)O)(C)O)C(=C4C(=C3C)O)O)O)O. Cell line: BT-549. Synergy scores: CSS=23.6, Synergy_ZIP=11.1, Synergy_Bliss=13.0, Synergy_Loewe=12.0, Synergy_HSA=11.9.